From a dataset of Full USPTO retrosynthesis dataset with 1.9M reactions from patents (1976-2016). Predict the reactants needed to synthesize the given product. (1) Given the product [CH2:20]([O:19][C:18]([NH:1][C@H:4]1[C@@H:9]([F:10])[CH2:8][CH2:7][N:6]([C:11]([O:13][C:14]([CH3:17])([CH3:16])[CH3:15])=[O:12])[CH2:5]1)=[O:27])[C:21]1[CH:26]=[CH:25][CH:24]=[CH:23][CH:22]=1, predict the reactants needed to synthesize it. The reactants are: [N:1]([C@H:4]1[C@@H:9]([F:10])[CH2:8][CH2:7][N:6]([C:11]([O:13][C:14]([CH3:17])([CH3:16])[CH3:15])=[O:12])[CH2:5]1)=[N+]=[N-].[C:18](Cl)(=[O:27])[O:19][CH2:20][C:21]1[CH:26]=[CH:25][CH:24]=[CH:23][CH:22]=1. (2) Given the product [F:21][C:18]1[CH:17]=[CH:16][C:15]([CH2:14][C:11]2[CH:12]=[C:13]3[C:8]([C:7]([OH:22])=[C:6]([C:23]([NH:25][CH2:26][CH2:27][O:28][CH2:29][CH2:30][OH:31])=[O:24])[C:5](=[O:32])[N:4]3[CH2:3][CH2:2][NH:1][S:43]([CH3:42])(=[O:45])=[O:44])=[N:9][CH:10]=2)=[CH:20][CH:19]=1, predict the reactants needed to synthesize it. The reactants are: [NH2:1][CH2:2][CH2:3][N:4]1[C:13]2[C:8](=[N:9][CH:10]=[C:11]([CH2:14][C:15]3[CH:20]=[CH:19][C:18]([F:21])=[CH:17][CH:16]=3)[CH:12]=2)[C:7]([OH:22])=[C:6]([C:23]([NH:25][CH2:26][CH2:27][O:28][CH2:29][CH2:30][OH:31])=[O:24])[C:5]1=[O:32].C(N(C(C)C)CC)(C)C.[CH3:42][S:43](Cl)(=[O:45])=[O:44]. (3) Given the product [ClH:1].[NH2:42][CH2:41][C@H:38]1[CH2:39][CH2:40][C@H:35]([C:33]([NH:32][C@@H:17]([CH2:16][C:12]2[CH:11]=[C:10]([C:7]3[CH:8]=[CH:9][C:4]([O:3][CH3:2])=[C:5]([S:50]([N:53]4[CH2:58][CH2:57][O:56][CH2:55][CH2:54]4)(=[O:51])=[O:52])[CH:6]=3)[CH:15]=[CH:14][CH:13]=2)[C:18](=[O:31])[NH:19][C:20]2[CH:21]=[CH:22][C:23]([C:26]3[NH:27][N:28]=[N:29][N:30]=3)=[CH:24][CH:25]=2)=[O:34])[CH2:36][CH2:37]1, predict the reactants needed to synthesize it. The reactants are: [ClH:1].[CH3:2][O:3][C:4]1[CH:9]=[CH:8][C:7]([C:10]2[CH:15]=[CH:14][CH:13]=[C:12]([CH2:16][C@H:17]([NH:32][C:33]([C@H:35]3[CH2:40][CH2:39][C@H:38]([CH2:41][NH:42]C(=O)OC(C)(C)C)[CH2:37][CH2:36]3)=[O:34])[C:18](=[O:31])[NH:19][C:20]3[CH:25]=[CH:24][C:23]([C:26]4[NH:30][N:29]=[N:28][N:27]=4)=[CH:22][CH:21]=3)[CH:11]=2)=[CH:6][C:5]=1[S:50]([N:53]1[CH2:58][CH2:57][O:56][CH2:55][CH2:54]1)(=[O:52])=[O:51].C(#N)C. (4) Given the product [Br:1][C:2]1[CH:3]=[CH:4][CH:5]=[C:6]([CH:8]([N:13]2[CH2:14][CH2:15][CH2:12][CH2:11]2)[CH3:9])[N:7]=1, predict the reactants needed to synthesize it. The reactants are: [Br:1][C:2]1[N:7]=[C:6]([CH:8](O)[CH3:9])[CH:5]=[CH:4][CH:3]=1.[CH2:11]([N:13](CC)[CH2:14][CH3:15])[CH3:12].CS(OS(C)(=O)=O)(=O)=O.N1CCCC1.Cl. (5) Given the product [NH2:14][C:15]1[CH:16]=[C:17]2[C:22](=[CH:23][C:24]=1[F:25])[N:21]([CH2:26][CH3:27])[C:20](=[O:28])[N:19]([CH2:29][CH3:30])[C:18]2=[O:31], predict the reactants needed to synthesize it. The reactants are: C1(C(=[N:14][C:15]2[CH:16]=[C:17]3[C:22](=[CH:23][C:24]=2[F:25])[N:21]([CH2:26][CH3:27])[C:20](=[O:28])[N:19]([CH2:29][CH3:30])[C:18]3=[O:31])C2C=CC=CC=2)C=CC=CC=1.Cl.C(=O)([O-])[O-].[Na+].[Na+].C(OCC)(=O)C. (6) Given the product [Cl:1][C:2]1[CH:3]=[C:4]([NH:5][C:22]([C:24]2[C:29]([NH:30][C:31]3[CH:32]=[N:33][CH:34]=[CH:35][CH:36]=3)=[N:28][CH:27]=[CH:26][N:25]=2)=[O:21])[CH:6]=[CH:7][CH:8]=1, predict the reactants needed to synthesize it. The reactants are: [Cl:1][C:2]1[CH:3]=[C:4]([CH:6]=[CH:7][CH:8]=1)[NH2:5].C[Al](C)C.CCCCCCC.C[O:21][C:22]([C:24]1[C:29]([NH:30][C:31]2[CH:32]=[N:33][CH:34]=[CH:35][CH:36]=2)=[N:28][CH:27]=[CH:26][N:25]=1)=O.